Dataset: Forward reaction prediction with 1.9M reactions from USPTO patents (1976-2016). Task: Predict the product of the given reaction. (1) Given the reactants C(Cl)CCl.[OH:5][C:6]1[C:7]2[CH:8]=[C:9]([CH:17]=[CH:18][C:19]([OH:21])=O)[CH:10]=[N:11][C:12]=2[NH:13][C:14](=[O:16])[CH:15]=1.[CH3:22][NH:23][CH2:24][C:25]1[O:26][C:27]2[CH:34]=[CH:33][CH:32]=[CH:31][C:28]=2[C:29]=1[CH3:30].C1C=CC2N(O)N=NC=2C=1.CCN(C(C)C)C(C)C, predict the reaction product. The product is: [OH:5][C:6]1[C:7]2[CH:8]=[C:9]([CH:17]=[CH:18][C:19]([N:23]([CH3:22])[CH2:24][C:25]3[O:26][C:27]4[CH:34]=[CH:33][CH:32]=[CH:31][C:28]=4[C:29]=3[CH3:30])=[O:21])[CH:10]=[N:11][C:12]=2[NH:13][C:14](=[O:16])[CH:15]=1. (2) Given the reactants [F:1][C:2]1[C:3]([F:13])=[C:4]([F:12])[C:5]2[S:9][C:8]([NH2:10])=[N:7][C:6]=2[CH:11]=1.[Cl:14][C:15]1[CH:23]=[CH:22][C:18]([C:19](Cl)=[O:20])=[CH:17][CH:16]=1.Br[CH:25]([CH2:30][CH3:31])[C:26]([O:28]C)=[O:27].COC1C=CC2N=C(N)SC=2C=1.ClC1C=C(C=CC=1)C(Cl)=O.BrCC(OCC)=O, predict the reaction product. The product is: [Cl:14][C:15]1[CH:23]=[CH:22][C:18]([C:19]([N:10]=[C:8]2[N:7]([CH:25]([CH2:30][CH3:31])[C:26]([OH:28])=[O:27])[C:6]3[CH:11]=[C:2]([F:1])[C:3]([F:13])=[C:4]([F:12])[C:5]=3[S:9]2)=[O:20])=[CH:17][CH:16]=1. (3) Given the reactants [CH2:1]1[C:10]2[C:5](=[CH:6][CH:7]=[CH:8][CH:9]=2)[CH2:4][CH2:3][N:2]1[CH2:11][CH2:12][CH2:13][CH2:14][O:15][C:16]1[N:25]=[C:24]2[C:19]([CH:20]=[CH:21][C:22](=[O:26])[NH:23]2)=[CH:18][CH:17]=1.[F:27]C1C=C2C(=CC=1)CNCC2, predict the reaction product. The product is: [F:27][C:7]1[CH:6]=[C:5]2[C:10](=[CH:9][CH:8]=1)[CH2:1][N:2]([CH2:11][CH2:12][CH2:13][CH2:14][O:15][C:16]1[N:25]=[C:24]3[C:19]([CH:20]=[CH:21][C:22](=[O:26])[NH:23]3)=[CH:18][CH:17]=1)[CH2:3][CH2:4]2. (4) Given the reactants [NH2:1][C:2]1[CH:9]=[CH:8][CH:7]=[CH:6][C:3]=1[C:4]#[N:5].O=[C:11]([C:18]1[CH:23]=[CH:22][CH:21]=[CH:20][CH:19]=1)[CH2:12][C:13]([O:15][CH2:16][CH3:17])=[O:14], predict the reaction product. The product is: [NH2:5][C:4]1[C:3]2[C:2](=[CH:9][CH:8]=[CH:7][CH:6]=2)[N:1]=[C:11]([C:18]2[CH:23]=[CH:22][CH:21]=[CH:20][CH:19]=2)[C:12]=1[C:13]([O:15][CH2:16][CH3:17])=[O:14]. (5) Given the reactants [Si](OC[C@@H](N)C(C)=C)(C(C)(C)C)(C)[CH3:2].BrCC(N(OC)C)=O.[Si:23]([O:30][CH2:31][C@@H:32]([N:35]([CH2:43][C:44]([N:46]([O:48][CH3:49])[CH3:47])=[O:45])[C:36](=[O:42])[O:37][C:38]([CH3:41])([CH3:40])[CH3:39])[CH:33]=[CH2:34])([C:26]([CH3:29])([CH3:28])[CH3:27])([CH3:25])[CH3:24], predict the reaction product. The product is: [Si:23]([O:30][CH2:31][C@@H:32]([N:35]([CH2:43][C:44]([N:46]([O:48][CH3:49])[CH3:47])=[O:45])[C:36](=[O:42])[O:37][C:38]([CH3:39])([CH3:40])[CH3:41])[C:33]([CH3:2])=[CH2:34])([C:26]([CH3:27])([CH3:28])[CH3:29])([CH3:24])[CH3:25]. (6) Given the reactants Cl[C:2]1[CH:3]=[C:4]([C:9]2[N:13]3[CH:14]=[CH:15][C:16]([C:19]([OH:22])([CH3:21])[CH3:20])=[C:17]([F:18])[C:12]3=[N:11][CH:10]=2)[CH:5]=[CH:6][C:7]=1[F:8].[O:23]1[C:27]2[CH:28]=[CH:29][CH:30]=[CH:31][C:26]=2[CH:25]=[C:24]1B(O)O, predict the reaction product. The product is: [O:23]1[C:27]2[CH:28]=[CH:29][CH:30]=[CH:31][C:26]=2[CH:25]=[C:24]1[C:2]1[CH:3]=[C:4]([C:9]2[N:13]3[CH:14]=[CH:15][C:16]([C:19]([OH:22])([CH3:21])[CH3:20])=[C:17]([F:18])[C:12]3=[N:11][CH:10]=2)[CH:5]=[CH:6][C:7]=1[F:8]. (7) Given the reactants [NH:1]1[CH:5]=[C:4]([C:6]2[CH:13]=[CH:12][C:9]([C:10]#[N:11])=[CH:8][CH:7]=2)[N:3]=[CH:2]1.BrCC(C1C=CC(C#N)=CC=1)=O.[Br:26][C:27]1[CH:32]=[CH:31][C:30]([Cl:33])=[C:29](I)[CH:28]=1.C([O-])([O-])=O.[Cs+].[Cs+].OC1C=CC=C2C=1N=CC=C2, predict the reaction product. The product is: [Br:26][C:27]1[CH:28]=[CH:29][C:30]([Cl:33])=[C:31]([N:1]2[CH:5]=[C:4]([C:6]3[CH:7]=[CH:8][C:9]([C:10]#[N:11])=[CH:12][CH:13]=3)[N:3]=[CH:2]2)[CH:32]=1. (8) Given the reactants Br[C:2]1[CH:7]=[CH:6][CH:5]=[C:4]([Cl:8])[C:3]=1[Cl:9].C(OC([N:17]1[CH:23]=[CH:22][CH:21]=[N:20][CH:19]=[CH:18]1)=O)(C)(C)C.C1(P(C2C=CC=CC=2)C2(P(C3C=CC=CC=3)C3C=CC=CC=3)CC=C3C(C=CC=C3)=C2C2C3C(=CC=CC=3)C=CC=2)C=CC=CC=1, predict the reaction product. The product is: [Cl:9][C:3]1[C:4]([Cl:8])=[CH:5][CH:6]=[CH:7][C:2]=1[N:20]1[CH:21]=[CH:22][CH:23]=[N:17][CH:18]=[CH:19]1. (9) Given the reactants [F-].C([N+](CCCC)(CCCC)CCCC)CCC.[Si]([O:36][CH2:37][C:38]1[CH:39]=[C:40]([CH:44]([C:51]#[C:52][CH3:53])[CH2:45][C:46]([O:48][CH2:49][CH3:50])=[O:47])[CH:41]=[CH:42][CH:43]=1)(C(C)(C)C)(C1C=CC=CC=1)C1C=CC=CC=1.O, predict the reaction product. The product is: [OH:36][CH2:37][C:38]1[CH:39]=[C:40]([CH:44]([C:51]#[C:52][CH3:53])[CH2:45][C:46]([O:48][CH2:49][CH3:50])=[O:47])[CH:41]=[CH:42][CH:43]=1.